From a dataset of Forward reaction prediction with 1.9M reactions from USPTO patents (1976-2016). Predict the product of the given reaction. (1) Given the reactants [CH3:1][O:2][C:3]1[CH:4]=[CH:5][C:6]([CH:10]2[CH2:19][CH2:18][C:17]3[C:12](=[CH:13][CH:14]=[C:15]([O:20][CH3:21])[CH:16]=3)[CH2:11]2)=[C:7]([NH2:9])[CH:8]=1.Br[C:23]1[CH:37]=[CH:36][C:26]([O:27][CH2:28][CH2:29][N:30]2[CH2:35][CH2:34][CH2:33][CH2:32][CH2:31]2)=[CH:25][CH:24]=1, predict the reaction product. The product is: [CH3:1][O:2][C:3]1[CH:4]=[CH:5][C:6]([CH:10]2[CH2:19][CH2:18][C:17]3[C:12](=[CH:13][CH:14]=[C:15]([O:20][CH3:21])[CH:16]=3)[CH2:11]2)=[C:7]([NH:9][C:23]2[CH:24]=[CH:25][C:26]([O:27][CH2:28][CH2:29][N:30]3[CH2:31][CH2:32][CH2:33][CH2:34][CH2:35]3)=[CH:36][CH:37]=2)[CH:8]=1. (2) Given the reactants [C:1]([C:5]1[CH:10]=[CH:9][C:8]([C:11]2[S:12][CH:13]=[C:14]([CH:17]=O)[C:15]=2[OH:16])=[CH:7][CH:6]=1)([CH3:4])([CH3:3])[CH3:2].[NH:19]([C:21]([NH:23][C:24]1[CH:32]=[CH:31][C:27]([C:28]([OH:30])=[O:29])=[CH:26][CH:25]=1)=[S:22])[NH2:20].Cl, predict the reaction product. The product is: [C:1]([C:5]1[CH:6]=[CH:7][C:8]([C:11]2[S:12][CH:13]=[C:14]([CH:17]=[N:20][NH:19][C:21]([NH:23][C:24]3[CH:32]=[CH:31][C:27]([C:28]([OH:30])=[O:29])=[CH:26][CH:25]=3)=[S:22])[C:15]=2[OH:16])=[CH:9][CH:10]=1)([CH3:2])([CH3:3])[CH3:4].